From a dataset of Forward reaction prediction with 1.9M reactions from USPTO patents (1976-2016). Predict the product of the given reaction. (1) Given the reactants Cl.C(OC([NH:9][C@H:10]([CH2:16][CH2:17][C:18](=O)[C:19]1[CH:24]=[C:23]([F:25])[C:22]([F:26])=[C:21]([F:27])[CH:20]=1)[C:11]([O:13][CH2:14][CH3:15])=[O:12])=O)(C)(C)C, predict the reaction product. The product is: [F:27][C:21]1[CH:20]=[C:19]([C@H:18]2[NH:9][C@@H:10]([C:11]([O:13][CH2:14][CH3:15])=[O:12])[CH2:16][CH2:17]2)[CH:24]=[C:23]([F:25])[C:22]=1[F:26]. (2) Given the reactants [Cl:1][C:2]1[CH:3]=[N:4][CH:5]=[C:6]([Cl:29])[C:7]=1[NH:8][C:9]([C:11]1[C:19]2[C:18]3[CH:20]=[C:21]([N+:24]([O-])=O)[CH:22]=[CH:23][C:17]=3[O:16][C:15]=2[C:14]([O:27][CH3:28])=[CH:13][CH:12]=1)=[O:10].O.NN, predict the reaction product. The product is: [Cl:1][C:2]1[CH:3]=[N:4][CH:5]=[C:6]([Cl:29])[C:7]=1[NH:8][C:9]([C:11]1[C:19]2[C:18]3[CH:20]=[C:21]([NH2:24])[CH:22]=[CH:23][C:17]=3[O:16][C:15]=2[C:14]([O:27][CH3:28])=[CH:13][CH:12]=1)=[O:10]. (3) Given the reactants C([Li])CCC.C(NC(C)C)(C)C.[C:13]1([CH2:19][CH2:20][CH2:21][C:22]#[N:23])[CH:18]=[CH:17][CH:16]=[CH:15][CH:14]=1.[C:24](OCC)(=[O:27])[CH2:25][CH3:26], predict the reaction product. The product is: [C:22]([CH:21]([CH2:20][CH2:19][C:13]1[CH:18]=[CH:17][CH:16]=[CH:15][CH:14]=1)[C:24](=[O:27])[CH2:25][CH3:26])#[N:23]. (4) Given the reactants [Cl:1][C:2]1[CH:3]=[C:4]2[C:13](=[C:14]3[C:19]=1[CH:18]=[CH:17][CH:16]=[N:15]3)[NH:12][S:11](=[O:21])(=[O:20])[C:10]1[C:5]2=[CH:6][C:7](F)=[CH:8][CH:9]=1.[CH3:23][CH2:24][OH:25].[H-].[Na+], predict the reaction product. The product is: [Cl:1][C:2]1[CH:3]=[C:4]2[C:13](=[C:14]3[C:19]=1[CH:18]=[CH:17][CH:16]=[N:15]3)[NH:12][S:11](=[O:21])(=[O:20])[C:10]1[C:5]2=[CH:6][C:7]([O:25][CH2:24][CH3:23])=[CH:8][CH:9]=1. (5) Given the reactants Br[C:2]1[CH:7]=[CH:6][CH:5]=[C:4]([Br:8])[N:3]=1.[Br-].[F:10][C:11]1[CH:12]=[C:13]([CH:16]=[CH:17][CH:18]=1)[CH2:14][Zn+], predict the reaction product. The product is: [Br:8][C:4]1[CH:5]=[CH:6][CH:7]=[C:2]([CH2:14][C:13]2[CH:16]=[CH:17][CH:18]=[C:11]([F:10])[CH:12]=2)[N:3]=1. (6) Given the reactants [C:1]([C:3]1[CH:12]=[CH:11][C:10]2[C:5](=[CH:6][CH:7]=[C:8]([NH2:13])[CH:9]=2)[N:4]=1)#[N:2].N(C1C2CCCCC=2C(C#N)=CC=1)=C=O.[OH:29][C@H:30]1[C@@H:37]2[N:33]([C:34](=[O:51])N(C3C4CCCCC=4C(C#N)=CC=3)[C:36]2=[O:38])[CH2:32][CH2:31]1, predict the reaction product. The product is: [OH:29][C@H:30]1[C@@H:37]2[N:33]([C:34](=[O:51])[N:13]([C:8]3[CH:9]=[C:10]4[C:5](=[CH:6][CH:7]=3)[N:4]=[C:3]([C:1]#[N:2])[CH:12]=[CH:11]4)[C:36]2=[O:38])[CH2:32][CH2:31]1. (7) Given the reactants [C:1]1([C@H:7]([O:9][C:10](=[O:24])[NH:11][C:12]2[N:13]([C:17]3[CH:22]=[CH:21][C:20](Br)=[CH:19][CH:18]=3)[N:14]=[N:15][CH:16]=2)[CH3:8])[CH:6]=[CH:5][CH:4]=[CH:3][CH:2]=1.[CH3:53][O:52][C:31]1[CH:32]=CC=[C:31]([O:52][CH3:53])[C:32]=1C1C=CC=CC=1P(C1CCCCC1)C1CCCCC1.P([O-])([O-])([O-])=[O:55].[K+].[K+].[K+].[C:62]1([CH3:68])[CH:67]=[CH:66][CH:65]=[CH:64][CH:63]=1, predict the reaction product. The product is: [CH2:31]([O:52][C:53](=[O:55])[CH2:68][C:62]1[CH:67]=[CH:66][C:65]([C:20]2[CH:21]=[CH:22][C:17]([N:13]3[C:12]([NH:11][C:10]([O:9][C@@H:7]([C:1]4[CH:6]=[CH:5][CH:4]=[CH:3][CH:2]=4)[CH3:8])=[O:24])=[CH:16][N:15]=[N:14]3)=[CH:18][CH:19]=2)=[CH:64][CH:63]=1)[CH3:32].